From a dataset of Reaction yield outcomes from USPTO patents with 853,638 reactions. Predict the reaction yield, written as a fraction of the theoretical maximum amount of product (1.0 means a 100% yield; for example, 0.34 means a 34% yield). (1) The reactants are C(Cl)(Cl)Cl.[C:5]([C:9]1[CH:14]=[CH:13][C:12]([CH:15]2[C:19]([OH:20])=[C:18]([C:21]([CH3:23])=[O:22])[CH2:17][S:16]2)=[CH:11][CH:10]=1)([CH3:8])([CH3:7])[CH3:6].S(Cl)(Cl)(=O)=O. The catalyst is O. The product is [C:5]([C:9]1[CH:10]=[CH:11][C:12]([C:15]2[S:16][CH:17]=[C:18]([C:21]([CH3:23])=[O:22])[C:19]=2[OH:20])=[CH:13][CH:14]=1)([CH3:8])([CH3:6])[CH3:7]. The yield is 0.630. (2) The product is [NH2:16][C:12]1[CH:13]=[CH:14][CH:15]=[C:8]([O:7][CH:1]2[CH2:2][CH2:3][CH2:4][CH2:5][CH2:6]2)[C:9]=1[C:10]#[N:11]. The yield is 0.940. The reactants are [CH:1]1([O:7][C:8]2[CH:15]=[CH:14][CH:13]=[C:12]([N+:16]([O-])=O)[C:9]=2[C:10]#[N:11])[CH2:6][CH2:5][CH2:4][CH2:3][CH2:2]1.CCOC(C)=O. The catalyst is C1COCC1.CC(O)=O.[Fe]. (3) The reactants are [C:1]([C:6]1[CH:7]=[CH:8][C:9]([O:29]C)=[C:10]([CH:28]=1)[C:11]([NH:13][C:14]1[CH:19]=[C:18]([C:20]([F:23])([F:22])[F:21])[CH:17]=[C:16]([C:24]([F:27])([F:26])[F:25])[CH:15]=1)=[O:12])(=[O:5])[CH:2]([CH3:4])[CH3:3].N1C(C)=CC(C)=CC=1C.[I-].[Li+].Cl. No catalyst specified. The product is [F:21][C:20]([F:22])([F:23])[C:18]1[CH:19]=[C:14]([NH:13][C:11](=[O:12])[C:10]2[CH:28]=[C:6]([C:1](=[O:5])[CH:2]([CH3:3])[CH3:4])[CH:7]=[CH:8][C:9]=2[OH:29])[CH:15]=[C:16]([C:24]([F:26])([F:27])[F:25])[CH:17]=1. The yield is 0.653.